The task is: Predict the reactants needed to synthesize the given product.. This data is from Full USPTO retrosynthesis dataset with 1.9M reactions from patents (1976-2016). The reactants are: [NH2:1][C:2]1[CH:3]=[CH:4][C:5]([C:8]2[N:13]=[C:12]([OH:14])[C:11]([CH3:15])=[C:10]([CH3:16])[N:9]=2)=[N:6][CH:7]=1.C(N(CC)CC)C.[Cl:24][CH2:25][C:26](Cl)=[O:27]. Given the product [Cl:24][CH2:25][C:26]([NH:1][C:2]1[CH:7]=[N:6][C:5]([C:8]2[N:13]=[C:12]([OH:14])[C:11]([CH3:15])=[C:10]([CH3:16])[N:9]=2)=[CH:4][CH:3]=1)=[O:27], predict the reactants needed to synthesize it.